Dataset: Merck oncology drug combination screen with 23,052 pairs across 39 cell lines. Task: Regression. Given two drug SMILES strings and cell line genomic features, predict the synergy score measuring deviation from expected non-interaction effect. Drug 1: CS(=O)(=O)CCNCc1ccc(-c2ccc3ncnc(Nc4ccc(OCc5cccc(F)c5)c(Cl)c4)c3c2)o1. Drug 2: CCc1c2c(nc3ccc(O)cc13)-c1cc3c(c(=O)n1C2)COC(=O)C3(O)CC. Cell line: HT144. Synergy scores: synergy=13.5.